This data is from Full USPTO retrosynthesis dataset with 1.9M reactions from patents (1976-2016). The task is: Predict the reactants needed to synthesize the given product. (1) Given the product [ClH:20].[Br:1][C:2]1[CH:3]=[C:4]([Cl:20])[CH:5]=[C:6]2[C:11]=1[CH2:10][N:9]([CH3:12])[CH2:8][CH:7]2[C:13]1[CH:18]=[CH:17][CH:16]=[CH:15][C:14]=1[N:19]1[C:24](=[O:25])[CH2:23][CH2:22][C:21]1=[O:27], predict the reactants needed to synthesize it. The reactants are: [Br:1][C:2]1[CH:3]=[C:4]([Cl:20])[CH:5]=[C:6]2[C:11]=1[CH2:10][N:9]([CH3:12])[CH2:8][CH:7]2[C:13]1[CH:18]=[CH:17][CH:16]=[CH:15][C:14]=1[NH2:19].[C:21](O)(=[O:27])[CH2:22][CH2:23][C:24](O)=[O:25]. (2) The reactants are: [NH2:1][C:2]1[C:3]([CH3:19])=[CH:4][C:5]2[N:6]([CH:16]([CH3:18])[CH3:17])[C:7]3[C:12]([C:13]=2[C:14]=1[CH3:15])=[CH:11][CH:10]=[CH:9][CH:8]=3.Cl[C:21]([O:23][C:24]1[CH:29]=[CH:28][CH:27]=[CH:26][CH:25]=1)=[O:22].C(N(CC)CC)C. Given the product [CH3:4][CH2:3][CH2:2][CH:14]([CH3:15])[CH3:13].[O:23]([C:21]([NH:1][C:2]1[C:3]([CH3:19])=[CH:4][C:5]2[N:6]([CH:16]([CH3:17])[CH3:18])[C:7]3[C:12]([C:13]=2[C:14]=1[CH3:15])=[CH:11][CH:10]=[CH:9][CH:8]=3)=[O:22])[C:24]1[CH:29]=[CH:28][CH:27]=[CH:26][CH:25]=1, predict the reactants needed to synthesize it.